The task is: Predict which catalyst facilitates the given reaction.. This data is from Catalyst prediction with 721,799 reactions and 888 catalyst types from USPTO. (1) Reactant: [OH-].[K+].[CH2:3]([O:6][C:7]1[CH:16]=[C:15]([O:17][CH2:18][CH:19]=[CH2:20])[C:14]([CH:21]([CH3:23])[CH3:22])=[CH:13][C:8]=1[C:9]([O:11]C)=[O:10])[CH:4]=[CH2:5]. Product: [CH2:3]([O:6][C:7]1[CH:16]=[C:15]([O:17][CH2:18][CH:19]=[CH2:20])[C:14]([CH:21]([CH3:23])[CH3:22])=[CH:13][C:8]=1[C:9]([OH:11])=[O:10])[CH:4]=[CH2:5]. The catalyst class is: 24. (2) Reactant: [CH3:1][NH:2][CH3:3].O1CCCC1.Cl[C:10]1[N:11]=[CH:12][C:13]([C:16]([O:18][CH3:19])=[O:17])=[N:14][CH:15]=1.C(OCC)(=O)C. Product: [CH3:1][N:2]([CH3:3])[C:10]1[N:11]=[CH:12][C:13]([C:16]([O:18][CH3:19])=[O:17])=[N:14][CH:15]=1. The catalyst class is: 7. (3) Reactant: [C:1]1([C:9]2[CH:14]=[CH:13][CH:12]=[CH:11][CH:10]=2)[CH:6]=[CH:5][CH:4]=[C:3]([C:7]#[N:8])[CH:2]=1.[H-].[Al+3].[Li+].[H-].[H-].[H-].CO.[Cl-].[NH4+]. The catalyst class is: 30. Product: [C:1]1([C:9]2[CH:14]=[CH:13][CH:12]=[CH:11][CH:10]=2)[CH:6]=[CH:5][CH:4]=[C:3]([CH2:7][NH2:8])[CH:2]=1. (4) Reactant: [O:1]([CH2:8][CH2:9][CH2:10][CH:11]=[CH:12][C:13]1[CH:18]=[CH:17][C:16](/[CH:19]=[CH:20]/[CH2:21][OH:22])=[CH:15][CH:14]=1)[C:2]1[CH:7]=[CH:6][CH:5]=[CH:4][CH:3]=1.[H][H]. Product: [O:1]([CH2:8][CH2:9][CH2:10][CH2:11][CH2:12][C:13]1[CH:14]=[CH:15][C:16]([CH2:19][CH2:20][CH2:21][OH:22])=[CH:17][CH:18]=1)[C:2]1[CH:7]=[CH:6][CH:5]=[CH:4][CH:3]=1. The catalyst class is: 153. (5) Reactant: [CH:1]12[CH2:8][CH:5]([CH2:6][CH2:7]1)[CH2:4][C:3](=[O:9])[CH2:2]2.C([N-]C(C)C)(C)C.[Li+].C([C:20]([O:22][CH3:23])=[O:21])#N. Product: [C:20]([CH:4]1[C:3](=[O:9])[CH2:2][CH:1]2[CH2:8][CH:5]1[CH2:6][CH2:7]2)([O:22][CH3:23])=[O:21]. The catalyst class is: 1. (6) Reactant: [CH3:1][C:2]([N:9]1[CH2:14][CH2:13][C:12](=O)[CH2:11][CH2:10]1)([CH3:8])[C:3]([O:5][CH2:6][CH3:7])=[O:4].Cl.[F:17][C:18]([F:35])([F:34])[O:19][C:20]1[CH:25]=[CH:24][C:23]([C:26]2[CH:31]=[CH:30][C:29]([CH2:32][NH2:33])=[CH:28][CH:27]=2)=[CH:22][CH:21]=1.C(O)(=O)C.C(O[BH-](OC(=O)C)OC(=O)C)(=O)C.[Na+].C(=O)([O-])[O-].[Na+].[Na+]. Product: [CH3:1][C:2]([N:9]1[CH2:14][CH2:13][CH:12]([NH:33][CH2:32][C:29]2[CH:30]=[CH:31][C:26]([C:23]3[CH:24]=[CH:25][C:20]([O:19][C:18]([F:17])([F:34])[F:35])=[CH:21][CH:22]=3)=[CH:27][CH:28]=2)[CH2:11][CH2:10]1)([CH3:8])[C:3]([O:5][CH2:6][CH3:7])=[O:4]. The catalyst class is: 26. (7) Reactant: [CH:1]([NH:14][CH2:15][C:16]([OH:18])=O)([C:8]1[CH:13]=[CH:12][CH:11]=[CH:10][CH:9]=1)[C:2]1[CH:7]=[CH:6][CH:5]=[CH:4][CH:3]=1.C(N(CC)CC)C.C1C=CC2N(O)N=NC=2C=1.CC(C)N=C=NC(C)C.[C:45]1([CH:51]([C:55]2[CH:60]=[CH:59][CH:58]=[CH:57][CH:56]=2)[CH2:52][CH2:53][NH2:54])[CH:50]=[CH:49][CH:48]=[CH:47][CH:46]=1.[ClH:61].O1CCOCC1. The catalyst class is: 18. Product: [ClH:61].[CH:1]([NH:14][CH2:15][C:16]([NH:54][CH2:53][CH2:52][CH:51]([C:45]1[CH:50]=[CH:49][CH:48]=[CH:47][CH:46]=1)[C:55]1[CH:60]=[CH:59][CH:58]=[CH:57][CH:56]=1)=[O:18])([C:2]1[CH:3]=[CH:4][CH:5]=[CH:6][CH:7]=1)[C:8]1[CH:9]=[CH:10][CH:11]=[CH:12][CH:13]=1.